The task is: Predict which catalyst facilitates the given reaction.. This data is from Catalyst prediction with 721,799 reactions and 888 catalyst types from USPTO. (1) Reactant: [Cl:1][C:2]1[CH:7]=[CH:6][N:5]=[C:4]2[NH:8][C:9]([CH:11]3[CH2:16][CH2:15][N:14]([C:17](OC(C)(C)C)=O)[CH2:13][CH2:12]3)=[CH:10][C:3]=12.FC(F)(F)C(O)=O.C=O.C([BH3-])#N.[Na+]. Product: [Cl:1][C:2]1[CH:7]=[CH:6][N:5]=[C:4]2[NH:8][C:9]([CH:11]3[CH2:16][CH2:15][N:14]([CH3:17])[CH2:13][CH2:12]3)=[CH:10][C:3]=12. The catalyst class is: 4. (2) Reactant: C(O)=O.[NH2:4][CH2:5][CH2:6][C:7]1[CH:43]=[CH:42][C:10]([NH:11][CH:12]2[CH2:17][CH2:16][N:15]([C:18]([NH:20][CH2:21][CH2:22][C:23]3[CH:28]=[CH:27][C:26]([O:29][CH2:30][CH2:31][CH2:32][O:33][C:34]4[CH:39]=[CH:38][CH:37]=[CH:36][CH:35]=4)=[CH:25][C:24]=3[O:40][CH3:41])=[O:19])[CH2:14][CH2:13]2)=[CH:9][CH:8]=1.C([Si]([O:61][C:62]1[CH:67]=[CH:66][C:65]([O:68][CH2:69][CH:70]2[CH2:72][O:71]2)=[CH:64][CH:63]=1)(C1C=CC=CC=1)C1C=CC=CC=1)(C)(C)C. Product: [CH3:41][O:40][C:24]1[CH:25]=[C:26]([O:29][CH2:30][CH2:31][CH2:32][O:33][C:34]2[CH:35]=[CH:36][CH:37]=[CH:38][CH:39]=2)[CH:27]=[CH:28][C:23]=1[CH2:22][CH2:21][NH:20][C:18]([N:15]1[CH2:16][CH2:17][CH:12]([NH:11][C:10]2[CH:9]=[CH:8][C:7]([CH2:6][CH2:5][NH:4][CH2:72][C@H:70]([OH:71])[CH2:69][O:68][C:65]3[CH:66]=[CH:67][C:62]([OH:61])=[CH:63][CH:64]=3)=[CH:43][CH:42]=2)[CH2:13][CH2:14]1)=[O:19]. The catalyst class is: 147. (3) Reactant: [CH3:1][N:2]([CH3:28])[C:3]1([C:22]2[CH:27]=[CH:26][CH:25]=[CH:24][CH:23]=2)[CH2:8][CH2:7][C:6](=[CH:9][C:10]([NH:12][CH2:13][CH2:14][C:15]2[CH:20]=[CH:19][C:18]([F:21])=[CH:17][CH:16]=2)=[O:11])[CH2:5][CH2:4]1.[Cl:29][Si](C)(C)C. Product: [ClH:29].[CH3:28][N:2]([CH3:1])[C:3]1([C:22]2[CH:27]=[CH:26][CH:25]=[CH:24][CH:23]=2)[CH2:4][CH2:5][C:6](=[CH:9][C:10]([NH:12][CH2:13][CH2:14][C:15]2[CH:16]=[CH:17][C:18]([F:21])=[CH:19][CH:20]=2)=[O:11])[CH2:7][CH2:8]1. The catalyst class is: 573.